Task: Predict the product of the given reaction.. Dataset: Forward reaction prediction with 1.9M reactions from USPTO patents (1976-2016) (1) Given the reactants [CH3:1][O:2][CH2:3][C:4]1[N:12]2[C:7]([CH:8]=[CH:9][CH:10]=[CH:11]2)=[CH:6][CH:5]=1.C[Si](C)(C)[C:15]#[C:16]/C=C\C1C=CC=CN=1.[F-].[K+], predict the reaction product. The product is: [CH2:1]([O:2][CH2:3][C:4]1[N:12]2[C:7]([CH:8]=[CH:9][CH:10]=[CH:11]2)=[CH:6][CH:5]=1)[CH:15]=[CH2:16]. (2) Given the reactants [Cl:1][C:2]1[CH:7]=[C:6]([C:8]([F:11])([F:10])[F:9])[CH:5]=[CH:4][C:3]=1[C:12](=O)[CH2:13][C:14]([C:16]1[C:17]([OH:37])=[C:18]([CH:26]2[CH2:30][CH2:29][N:28]([CH3:31])[CH:27]2[CH2:32][O:33]C(=O)C)[C:19]([O:24][CH3:25])=[CH:20][C:21]=1[O:22][CH3:23])=[O:15].C([O-])(O)=O.[Na+], predict the reaction product. The product is: [Cl:1][C:2]1[CH:7]=[C:6]([C:8]([F:11])([F:10])[F:9])[CH:5]=[CH:4][C:3]=1[C:12]1[O:37][C:17]2[C:16]([C:14](=[O:15])[CH:13]=1)=[C:21]([O:22][CH3:23])[CH:20]=[C:19]([O:24][CH3:25])[C:18]=2[C@@H:26]1[CH2:30][CH2:29][N:28]([CH3:31])[C@H:27]1[CH2:32][OH:33]. (3) Given the reactants Br[C:2]1[CH:3]=[C:4]([CH2:8][CH2:9][NH:10][C:11](=[O:17])[O:12][C:13]([CH3:16])([CH3:15])[CH3:14])[CH:5]=[CH:6][CH:7]=1.[CH3:18][N:19](C=O)C, predict the reaction product. The product is: [C:18]([C:2]1[CH:3]=[C:4]([CH2:8][CH2:9][NH:10][C:11](=[O:17])[O:12][C:13]([CH3:16])([CH3:15])[CH3:14])[CH:5]=[CH:6][CH:7]=1)#[N:19]. (4) Given the reactants [NH:1]1[CH2:6][CH2:5][O:4][CH2:3][CH2:2]1.[Cl:7][C:8]1[CH:9]=[C:10]2[C:26]([CH3:27])=[C:25]([CH3:28])[N:24]([CH2:29][C:30]3[CH:35]=[CH:34][CH:33]=[C:32]([F:36])[CH:31]=3)[C:11]2=[C:12]([N:14]2[CH2:23][CH2:22][C:21]3[C:16](=[CH:17][CH:18]=[CH:19][CH:20]=3)[CH2:15]2)[N:13]=1.C1(P(C2C=CC=CC=2)C2C3OC4C(=CC=CC=4P(C4C=CC=CC=4)C4C=CC=CC=4)C(C)(C)C=3C=CC=2)C=CC=CC=1.C(=O)([O-])[O-].[Cs+].[Cs+], predict the reaction product. The product is: [ClH:7].[F:36][C:32]1[CH:31]=[C:30]([CH:35]=[CH:34][CH:33]=1)[CH2:29][N:24]1[C:11]2=[C:12]([N:14]3[CH2:23][CH2:22][C:21]4[C:16](=[CH:17][CH:18]=[CH:19][CH:20]=4)[CH2:15]3)[N:13]=[C:8]([N:1]3[CH2:6][CH2:5][O:4][CH2:3][CH2:2]3)[CH:9]=[C:10]2[C:26]([CH3:27])=[C:25]1[CH3:28]. (5) Given the reactants [Cl:1][C:2]1[CH:7]=[C:6]([O:8][C:9]2[C:18]3[C:13](=[CH:14][C:15]([O:21][CH3:22])=[C:16]([O:19][CH3:20])[CH:17]=3)[N:12]=[CH:11][CH:10]=2)[CH:5]=[CH:4][C:3]=1[NH:23][C:24]([NH:26][C:27]1[CH:31]=[C:30]([CH3:32])[O:29][N:28]=1)=[O:25].CO.[S:35](=[O:39])(=[O:38])([OH:37])[OH:36], predict the reaction product. The product is: [S:35]([OH:39])([OH:38])(=[O:37])=[O:36].[Cl:1][C:2]1[CH:7]=[C:6]([O:8][C:9]2[C:18]3[C:13](=[CH:14][C:15]([O:21][CH3:22])=[C:16]([O:19][CH3:20])[CH:17]=3)[N:12]=[CH:11][CH:10]=2)[CH:5]=[CH:4][C:3]=1[NH:23][C:24]([NH:26][C:27]1[CH:31]=[C:30]([CH3:32])[O:29][N:28]=1)=[O:25]. (6) Given the reactants [CH2:1]([O:8][CH2:9][CH2:10][CH2:11][N:12]1[C:21](=[O:22])[C:20]2[C:15](=[CH:16][CH:17]=[C:18]([O:23][CH3:24])[CH:19]=2)[N:14]([CH3:25])[C:13]1=[O:26])[C:2]1[CH:7]=[CH:6][CH:5]=[CH:4][CH:3]=1.CC1(C)CCCC(C)(C)[N-]1.[Li+].[Cl:38][C:39]1[CH:46]=[CH:45][C:42]([CH:43]=[O:44])=[CH:41][CH:40]=1, predict the reaction product. The product is: [CH2:1]([O:8][CH2:9][CH2:10][CH2:11][N:12]1[C:21](=[O:22])[C:20]2[C:15](=[CH:16][CH:17]=[C:18]([O:23][CH3:24])[C:19]=2[CH:43]([C:42]2[CH:45]=[CH:46][C:39]([Cl:38])=[CH:40][CH:41]=2)[OH:44])[N:14]([CH3:25])[C:13]1=[O:26])[C:2]1[CH:7]=[CH:6][CH:5]=[CH:4][CH:3]=1.